From a dataset of Reaction yield outcomes from USPTO patents with 853,638 reactions. Predict the reaction yield, written as a fraction of the theoretical maximum amount of product (1.0 means a 100% yield; for example, 0.34 means a 34% yield). (1) The reactants are [F:1][C:2]1[C:3]([CH3:26])=[C:4]([C@:8]2([C:22]([O:24][CH3:25])=[O:23])[CH2:12][CH2:11][C:10]([C:13]3[CH:21]=[C:20]4[C:16]([CH:17]=[N:18][NH:19]4)=[CH:15][CH:14]=3)=[CH:9]2)[CH:5]=[CH:6][CH:7]=1.C1OCCOCCOCCOCCOCCOC1.Cl[C:46]([F:51])([F:50])C([O-])=O.[Na+]. The catalyst is C(#N)C. The product is [F:50][CH:46]([F:51])[N:19]1[C:20]2[C:16](=[CH:15][CH:14]=[C:13]([C:10]3[CH2:11][CH2:12][C@:8]([C:4]4[CH:5]=[CH:6][CH:7]=[C:2]([F:1])[C:3]=4[CH3:26])([C:22]([O:24][CH3:25])=[O:23])[CH:9]=3)[CH:21]=2)[CH:17]=[N:18]1. The yield is 0.280. (2) The reactants are [C:1]1([C:7]#[C:8][CH2:9][OH:10])[CH:6]=[CH:5][CH:4]=[CH:3][CH:2]=1.[Cl:11][C:12]1[CH:17]=[CH:16][C:15]([SH:18])=[CH:14][CH:13]=1.C1(CC(SC2C=CC=CC=2)C(=O)C)C=CC=CC=1. The catalyst is ClCCCl. The product is [Cl:11][C:12]1[CH:17]=[CH:16][C:15]([S:18][CH:8]([CH2:7][C:1]2[CH:6]=[CH:5][CH:4]=[CH:3][CH:2]=2)[CH:9]=[O:10])=[CH:14][CH:13]=1. The yield is 0.920. (3) The reactants are [CH3:1][O:2][C:3]([C:5]1[C:10]([C:11]#[C:12][Si](C)(C)C)=[C:9]([NH:17]C(=O)C)[CH:8]=[C:7]([C:21]2[CH:26]=[CH:25][C:24]([Cl:27])=[C:23]([O:28][CH3:29])[C:22]=2[F:30])[N:6]=1)=[O:4].C(Cl)(=O)C.C(=O)([O-])[O-].[K+].[K+].Cl. The catalyst is CO. The product is [CH3:1][O:2][C:3]([C:5]1[C:10]([C:11]#[CH:12])=[C:9]([NH2:17])[CH:8]=[C:7]([C:21]2[CH:26]=[CH:25][C:24]([Cl:27])=[C:23]([O:28][CH3:29])[C:22]=2[F:30])[N:6]=1)=[O:4]. The yield is 0.746. (4) The reactants are [NH2:1][C:2]1[C:3]2[C:4]3[C:5](=[C:29]([CH3:32])[O:30][N:31]=3)[C:6](=[O:28])[N:7]([CH:12]3[CH2:17][CH2:16][CH2:15][CH:14]([CH2:18][NH:19][C:20](=[O:27])[C:21]4[CH:26]=[CH:25][CH:24]=[CH:23][CH:22]=4)[CH2:13]3)[C:8]=2[CH:9]=[CH:10][CH:11]=1.[CH3:33][C:34](O)=[O:35].CCN=C=NCCCN(C)C. The catalyst is CN(C=O)C.CN(C1C=CN=CC=1)C.CCOC(C)=O. The product is [C:34]([NH:1][C:2]1[C:3]2[C:4]3[C:5](=[C:29]([CH3:32])[O:30][N:31]=3)[C:6](=[O:28])[N:7]([CH:12]3[CH2:17][CH2:16][CH2:15][CH:14]([CH2:18][NH:19][C:20](=[O:27])[C:21]4[CH:22]=[CH:23][CH:24]=[CH:25][CH:26]=4)[CH2:13]3)[C:8]=2[CH:9]=[CH:10][CH:11]=1)(=[O:35])[CH3:33]. The yield is 0.820. (5) The reactants are [NH2:1][C:2]1[CH:3]=[C:4]([C:15]2[C:23]3[C:22]([NH2:24])=[N:21][CH:20]=[N:19][C:18]=3[N:17]([C@H:25]3[CH2:30][CH2:29][C@H:28]([N:31]4[CH2:36][CH2:35][N:34]([CH3:37])[CH2:33][CH2:32]4)[CH2:27][CH2:26]3)[CH:16]=2)[CH:5]=[CH:6][C:7]=1[O:8][C:9]1[CH:14]=[CH:13][CH:12]=[CH:11][CH:10]=1.[C:38](Cl)(=[O:40])[CH3:39]. The catalyst is N1C=CC=CC=1.ClCCl. The product is [C:9]([OH:40])(=[O:8])[CH3:14].[NH2:24][C:22]1[C:23]2[C:15]([C:4]3[CH:5]=[CH:6][C:7]([O:8][C:9]4[CH:14]=[CH:13][CH:12]=[CH:11][CH:10]=4)=[C:2]([NH:1][C:38](=[O:40])[CH3:39])[CH:3]=3)=[CH:16][N:17]([C@H:25]3[CH2:30][CH2:29][C@H:28]([N:31]4[CH2:32][CH2:33][N:34]([CH3:37])[CH2:35][CH2:36]4)[CH2:27][CH2:26]3)[C:18]=2[N:19]=[CH:20][N:21]=1. The yield is 0.350. (6) The reactants are [C:1]1([CH:8]=[CH:7][C:5]([OH:6])=[CH:4][CH:3]=1)[OH:2].[CH2:9]1[S:13](=[O:15])(=[O:14])[O:12][CH2:11][CH2:10]1. The catalyst is [OH-].[Na+].O1CCOCC1. The product is [C:5]1([O:6][CH2:11][CH2:10][CH2:9][S:13]([OH:15])(=[O:14])=[O:12])[CH:7]=[CH:8][C:1]([O:2][CH2:11][CH2:10][CH2:9][S:13]([OH:12])(=[O:15])=[O:14])=[CH:3][CH:4]=1. The yield is 0.810.